From a dataset of Catalyst prediction with 721,799 reactions and 888 catalyst types from USPTO. Predict which catalyst facilitates the given reaction. (1) Reactant: [NH2:1][C:2]1[CH:3]=[C:4]2[C:8](=[CH:9][CH:10]=1)[CH2:7][N:6]([C:11]([O:13][CH2:14][C:15]1[CH:20]=[CH:19][CH:18]=[CH:17][CH:16]=1)=[O:12])[CH2:5]2.C([O-])(O)=O.[Na+].[I:26]Cl. Product: [NH2:1][C:2]1[CH:3]=[C:4]2[C:8](=[CH:9][C:10]=1[I:26])[CH2:7][N:6]([C:11]([O:13][CH2:14][C:15]1[CH:16]=[CH:17][CH:18]=[CH:19][CH:20]=1)=[O:12])[CH2:5]2. The catalyst class is: 61. (2) Reactant: C([N:8]1[C:16]2[C:15](=[O:17])[N:14]([CH2:18][CH2:19][CH2:20][CH2:21][C@H:22]([OH:24])[CH3:23])[C:13](=[O:25])[N:12]([CH3:26])[C:11]=2[N:10]=[CH:9]1)C1C=CC=CC=1.CO.[H][H]. Product: [OH:24][C@H:22]([CH3:23])[CH2:21][CH2:20][CH2:19][CH2:18][N:14]1[C:15](=[O:17])[C:16]2[NH:8][CH:9]=[N:10][C:11]=2[N:12]([CH3:26])[C:13]1=[O:25]. The catalyst class is: 331. (3) Reactant: [C:1]1([S:7]([N:10]2[C:14]3=[N:15][CH:16]=[C:17]([N+:27]([O-])=O)[C:18]([NH:19][C@H:20]4[CH2:25][CH2:24][C@H:23]([OH:26])[CH2:22][CH2:21]4)=[C:13]3[CH:12]=[CH:11]2)(=[O:9])=[O:8])[CH:6]=[CH:5][CH:4]=[CH:3][CH:2]=1.[Cl-].[NH4+]. Product: [NH2:27][C:17]1[C:18]([NH:19][C@H:20]2[CH2:21][CH2:22][C@H:23]([OH:26])[CH2:24][CH2:25]2)=[C:13]2[CH:12]=[CH:11][N:10]([S:7]([C:1]3[CH:2]=[CH:3][CH:4]=[CH:5][CH:6]=3)(=[O:9])=[O:8])[C:14]2=[N:15][CH:16]=1. The catalyst class is: 190. (4) Product: [CH3:23][C:20]1[C:19]([CH3:24])=[C:18]([NH:17][S:7]([C:4]2[CH:5]=[CH:6][C:1]([C:11]3[CH:16]=[CH:15][CH:14]=[CH:13][CH:12]=3)=[CH:2][CH:3]=2)(=[O:9])=[O:8])[O:22][N:21]=1. Reactant: [C:1]1([C:11]2[CH:16]=[CH:15][CH:14]=[CH:13][CH:12]=2)[CH:6]=[CH:5][C:4]([S:7](Cl)(=[O:9])=[O:8])=[CH:3][CH:2]=1.[NH2:17][C:18]1[O:22][N:21]=[C:20]([CH3:23])[C:19]=1[CH3:24]. The catalyst class is: 341. (5) Reactant: [CH:1]1([C:6]2[N:10]([NH2:11])[CH:9]=[N:8][N:7]=2)[CH2:5][CH2:4][CH2:3][CH2:2]1.[H-].[Na+].[CH2:14]([O:16][CH:17]([O:20][CH2:21][CH3:22])[C:18]#[N:19])[CH3:15].O. Product: [CH:1]1([C:6]2[N:10]([NH:11][C:18](=[NH:19])[CH:17]([O:20][CH2:21][CH3:22])[O:16][CH2:14][CH3:15])[CH:9]=[N:8][N:7]=2)[CH2:2][CH2:3][CH2:4][CH2:5]1. The catalyst class is: 12. (6) Reactant: Cl.Cl.[CH2:3]([O:5][C:6]1[CH:7]=[C:8]([C:12]2([CH2:18][CH2:19][N:20]3[CH:25]4[CH2:26][CH2:27][CH:21]3[CH2:22][CH:23]([N:28]3[C:32]5[CH:33]=[CH:34][CH:35]=[CH:36][C:31]=5[N:30]=[C:29]3[CH3:37])[CH2:24]4)[CH2:17][CH2:16][NH:15][CH2:14][CH2:13]2)[CH:9]=[CH:10][CH:11]=1)[CH3:4].C(N(CC)CC)C.[Cl:45][C:46]1[CH:54]=[CH:53][C:49]([C:50](O)=[O:51])=[CH:48][C:47]=1[S:55](=[O:58])(=[O:57])[NH2:56].F[P-](F)(F)(F)(F)F.N1(OC(N(C)C)=[N+](C)C)C2N=CC=CC=2N=N1. Product: [Cl:45][C:46]1[CH:54]=[CH:53][C:49]([C:50]([N:15]2[CH2:16][CH2:17][C:12]([C:8]3[CH:9]=[CH:10][CH:11]=[C:6]([O:5][CH2:3][CH3:4])[CH:7]=3)([CH2:18][CH2:19][N:20]3[C@H:21]4[CH2:27][CH2:26][C@@H:25]3[CH2:24][CH:23]([N:28]3[C:32]5[CH:33]=[CH:34][CH:35]=[CH:36][C:31]=5[N:30]=[C:29]3[CH3:37])[CH2:22]4)[CH2:13][CH2:14]2)=[O:51])=[CH:48][C:47]=1[S:55]([NH2:56])(=[O:58])=[O:57]. The catalyst class is: 35. (7) Reactant: [F:1][C:2]1[CH:3]=[CH:4][C:5]([O:19][CH3:20])=[C:6]([C:8]([CH3:18])([CH3:17])[CH2:9][C:10]2([C:13]([F:16])([F:15])[F:14])[CH2:12][O:11]2)[CH:7]=1.[NH:21]1[CH2:26][CH2:25][S:24][CH2:23][CH2:22]1. Product: [F:14][C:13]([F:16])([F:15])[C:10]([CH2:12][N:21]1[CH2:26][CH2:25][S:24][CH2:23][CH2:22]1)([OH:11])[CH2:9][C:8]([C:6]1[CH:7]=[C:2]([F:1])[CH:3]=[CH:4][C:5]=1[O:19][CH3:20])([CH3:18])[CH3:17]. The catalyst class is: 483. (8) Reactant: [CH2:1]([O:3][P:4]([C:9]1[CH:14]=[CH:13][C:12]([C:15]2[N:20]=[CH:19][C:18]([C:21]([NH:24]C(=O)OC(C)(C)C)([CH3:23])[CH3:22])=[CH:17][CH:16]=2)=[CH:11][CH:10]=1)([O:6][CH2:7][CH3:8])=[O:5])[CH3:2]. Product: [NH2:24][C:21]([C:18]1[CH:17]=[CH:16][C:15]([C:12]2[CH:13]=[CH:14][C:9]([P:4](=[O:5])([O:6][CH2:7][CH3:8])[O:3][CH2:1][CH3:2])=[CH:10][CH:11]=2)=[N:20][CH:19]=1)([CH3:22])[CH3:23]. The catalyst class is: 89. (9) Reactant: [N+:1]([C:4]1[CH:5]=[C:6]([OH:10])[CH:7]=[CH:8][CH:9]=1)([O-:3])=[O:2].CC(C)([O-])C.[K+].Cl[C:18]1[CH:23]=[CH:22][N:21]=[C:20]([C:24]([O:26]C)=[O:25])[CH:19]=1.C(=O)([O-])[O-].[K+].[K+]. Product: [N+:1]([C:4]1[CH:5]=[C:6]([CH:7]=[CH:8][CH:9]=1)[O:10][C:18]1[CH:23]=[CH:22][N:21]=[C:20]([C:24]([OH:26])=[O:25])[CH:19]=1)([O-:3])=[O:2]. The catalyst class is: 145.